This data is from NCI-60 drug combinations with 297,098 pairs across 59 cell lines. The task is: Regression. Given two drug SMILES strings and cell line genomic features, predict the synergy score measuring deviation from expected non-interaction effect. (1) Drug 1: CC1C(C(=O)NC(C(=O)N2CCCC2C(=O)N(CC(=O)N(C(C(=O)O1)C(C)C)C)C)C(C)C)NC(=O)C3=C4C(=C(C=C3)C)OC5=C(C(=O)C(=C(C5=N4)C(=O)NC6C(OC(=O)C(N(C(=O)CN(C(=O)C7CCCN7C(=O)C(NC6=O)C(C)C)C)C)C(C)C)C)N)C. Drug 2: CCC1(CC2CC(C3=C(CCN(C2)C1)C4=CC=CC=C4N3)(C5=C(C=C6C(=C5)C78CCN9C7C(C=CC9)(C(C(C8N6C=O)(C(=O)OC)O)OC(=O)C)CC)OC)C(=O)OC)O.OS(=O)(=O)O. Cell line: CAKI-1. Synergy scores: CSS=4.92, Synergy_ZIP=-1.80, Synergy_Bliss=-0.597, Synergy_Loewe=-3.39, Synergy_HSA=-3.24. (2) Drug 1: CCC(=C(C1=CC=CC=C1)C2=CC=C(C=C2)OCCN(C)C)C3=CC=CC=C3.C(C(=O)O)C(CC(=O)O)(C(=O)O)O. Drug 2: CC1=C(C=C(C=C1)C(=O)NC2=CC(=CC(=C2)C(F)(F)F)N3C=C(N=C3)C)NC4=NC=CC(=N4)C5=CN=CC=C5. Cell line: PC-3. Synergy scores: CSS=-2.17, Synergy_ZIP=2.49, Synergy_Bliss=1.93, Synergy_Loewe=-4.90, Synergy_HSA=-3.47. (3) Drug 1: CC1C(C(CC(O1)OC2CC(CC3=C2C(=C4C(=C3O)C(=O)C5=C(C4=O)C(=CC=C5)OC)O)(C(=O)CO)O)N)O.Cl. Drug 2: CCCCC(=O)OCC(=O)C1(CC(C2=C(C1)C(=C3C(=C2O)C(=O)C4=C(C3=O)C=CC=C4OC)O)OC5CC(C(C(O5)C)O)NC(=O)C(F)(F)F)O. Cell line: MDA-MB-435. Synergy scores: CSS=28.6, Synergy_ZIP=-1.16, Synergy_Bliss=6.49, Synergy_Loewe=-7.93, Synergy_HSA=5.79. (4) Drug 1: CNC(=O)C1=CC=CC=C1SC2=CC3=C(C=C2)C(=NN3)C=CC4=CC=CC=N4. Drug 2: CC1=C(C(=O)C2=C(C1=O)N3CC4C(C3(C2COC(=O)N)OC)N4)N. Cell line: M14. Synergy scores: CSS=29.6, Synergy_ZIP=-0.469, Synergy_Bliss=-6.54, Synergy_Loewe=-36.6, Synergy_HSA=-9.65.